Dataset: Full USPTO retrosynthesis dataset with 1.9M reactions from patents (1976-2016). Task: Predict the reactants needed to synthesize the given product. (1) Given the product [CH3:19][C:17]1[S:18][C:14]2[CH2:13][C@@:12]3([CH3:22])[C@H:21]([C@@H:4]([OH:3])[C@H:5]([OH:28])[C@@H:6]4[C@@H:11]3[CH2:10][CH2:9][C@:8]3([CH3:27])[C:23](=[CH2:26])[CH2:24][CH2:25][C@@H:7]43)[CH2:20][C:15]=2[N:16]=1, predict the reactants needed to synthesize it. The reactants are: CC1(C)[O:28][C@@H:5]2[C@@H:6]3[C@@H:11]([C@:12]4([CH3:22])[C@@H:21]([C@H:4]2[O:3]1)[CH2:20][C:15]1[N:16]=[C:17]([CH3:19])[S:18][C:14]=1[CH2:13]4)[CH2:10][CH2:9][C@:8]1([CH3:27])[C:23](=[CH2:26])[CH2:24][CH2:25][C@@H:7]31.CC(O)=O. (2) Given the product [C:1]1([S:7]([N:10]2[C:14]3=[N:15][CH:16]=[CH:17][CH:18]=[C:13]3[CH:12]=[C:11]2[C:19]([C:42]2[CH:43]=[CH:44][C:39]([N:38]([CH3:48])[CH3:37])=[CH:40][CH:41]=2)=[CH:20][CH:21]2[CH2:25][CH2:24][CH2:23][CH2:22]2)(=[O:8])=[O:9])[CH:2]=[CH:3][CH:4]=[CH:5][CH:6]=1, predict the reactants needed to synthesize it. The reactants are: [C:1]1([S:7]([N:10]2[C:14]3=[N:15][CH:16]=[CH:17][CH:18]=[C:13]3[CH:12]=[C:11]2[C:19](OS(C2C=CC(C)=CC=2)(=O)=O)=[CH:20][CH:21]2[CH2:25][CH2:24][CH2:23][CH2:22]2)(=[O:9])=[O:8])[CH:6]=[CH:5][CH:4]=[CH:3][CH:2]=1.[CH3:37][N:38]([CH3:48])[C:39]1[CH:44]=[CH:43][C:42](B(O)O)=[CH:41][CH:40]=1.C(=O)([O-])[O-].[Na+].[Na+]. (3) The reactants are: [CH2:1]([C:3]1[CH:8]=[CH:7][C:6]([N:9]2[C:14]3[N:15]=[C:16]([S:19][CH3:20])[N:17]=[CH:18][C:13]=3[C:12](=[O:21])[C:11]([C:22]([OH:24])=O)=[CH:10]2)=[CH:5][CH:4]=1)[CH3:2].C(Cl)(=O)C(Cl)=O.[CH3:31][O:32][NH2:33].Cl.CCN(CC)CC. Given the product [CH3:31][O:32][NH:33][C:22]([C:11]1[C:12](=[O:21])[C:13]2[CH:18]=[N:17][C:16]([S:19][CH3:20])=[N:15][C:14]=2[N:9]([C:6]2[CH:7]=[CH:8][C:3]([CH2:1][CH3:2])=[CH:4][CH:5]=2)[CH:10]=1)=[O:24], predict the reactants needed to synthesize it. (4) Given the product [CH2:2]([CH:18]1[CH2:17][CH:16]([CH2:15][C:10]2[CH:11]=[CH:12][CH:13]=[CH:14][N:9]=2)[NH:20][C:19]1=[O:21])[CH2:1][CH3:3], predict the reactants needed to synthesize it. The reactants are: [CH:1](NC(C)C)([CH3:3])[CH3:2].[Li].[N:9]1[CH:14]=[CH:13][CH:12]=[CH:11][C:10]=1[CH2:15][CH:16]1[NH:20][C:19](=[O:21])[CH2:18][CH2:17]1.C(Br)CC.C(O)(=O)C.